Dataset: Reaction yield outcomes from USPTO patents with 853,638 reactions. Task: Predict the reaction yield, written as a fraction of the theoretical maximum amount of product (1.0 means a 100% yield; for example, 0.34 means a 34% yield). (1) The reactants are O1C2C=CC=CC=2N=C1.NC1C=CC=CC=1.C(C1[O:22][C:23]2[C:29]([S:30]([N:33]3[CH2:39][CH2:38][CH2:37][N:36]([CH3:40])[CH2:35][CH2:34]3)(=[O:32])=[O:31])=[C:28]([Cl:41])[CH:27]=[CH:26][C:24]=2[N:25]=1)(C)(C)C.OS(O)(=O)=O. The catalyst is O1CCOCC1.O. The product is [NH2:25][C:24]1[C:23]([OH:22])=[C:29]([S:30]([N:33]2[CH2:39][CH2:38][CH2:37][N:36]([CH3:40])[CH2:35][CH2:34]2)(=[O:32])=[O:31])[C:28]([Cl:41])=[CH:27][CH:26]=1. The yield is 0.770. (2) The reactants are [Cl:1][C:2]1[CH:11]=[C:10]2[C:5]([C:6]([N:12]3[CH2:17][CH2:16][NH:15][CH:14]([CH2:18][CH2:19][OH:20])[CH2:13]3)=[N:7][CH:8]=[N:9]2)=[CH:4][C:3]=1[C:21]1[CH:26]=[CH:25][C:24]([Cl:27])=[CH:23][CH:22]=1.[C:28](O)(=[O:31])[CH:29]=[CH2:30].F[P-](F)(F)(F)(F)F.N1(O[P+](N(C)C)(N(C)C)N(C)C)C2C=CC=CC=2N=N1.CCN(C(C)C)C(C)C. The catalyst is CN(C=O)C. The product is [Cl:1][C:2]1[CH:11]=[C:10]2[C:5]([C:6]([N:12]3[CH2:17][CH2:16][N:15]([C:28](=[O:31])[CH:29]=[CH2:30])[CH:14]([CH2:18][CH2:19][OH:20])[CH2:13]3)=[N:7][CH:8]=[N:9]2)=[CH:4][C:3]=1[C:21]1[CH:26]=[CH:25][C:24]([Cl:27])=[CH:23][CH:22]=1. The yield is 0.120. (3) The reactants are [F:1][C:2]1[CH:16]=[C:15](B2OC(C)(C)C(C)(C)O2)[CH:14]=[CH:13][C:3]=1[O:4][C:5]1[C:6]([CH3:12])=[N:7][C:8]([CH3:11])=[CH:9][CH:10]=1.C([O-])(O)=O.[Na+].Br[C:32]1[CH:37]=[CH:36][N:35]([CH2:38][CH:39]2[CH2:41][CH2:40]2)[C:34](=[O:42])[C:33]=1[C:43]#[N:44]. The catalyst is O1CCOCC1.C1C=CC([P]([Pd]([P](C2C=CC=CC=2)(C2C=CC=CC=2)C2C=CC=CC=2)([P](C2C=CC=CC=2)(C2C=CC=CC=2)C2C=CC=CC=2)[P](C2C=CC=CC=2)(C2C=CC=CC=2)C2C=CC=CC=2)(C2C=CC=CC=2)C2C=CC=CC=2)=CC=1. The product is [CH:39]1([CH2:38][N:35]2[CH:36]=[CH:37][C:32]([C:15]3[CH:14]=[CH:13][C:3]([O:4][C:5]4[C:6]([CH3:12])=[N:7][C:8]([CH3:11])=[CH:9][CH:10]=4)=[C:2]([F:1])[CH:16]=3)=[C:33]([C:43]#[N:44])[C:34]2=[O:42])[CH2:40][CH2:41]1. The yield is 0.580. (4) The reactants are [OH:1][CH:2]1[CH2:7][CH2:6][NH:5][CH2:4][CH2:3]1.C(=O)([O-])[O-].[K+].[K+].Cl[CH2:15][C:16]([NH:18][C:19]1[CH:20]=[C:21]([C:25]2[CH:34]=[N:33][C:32]3[C:31]([N:35]4[CH2:40][CH2:39][O:38][CH2:37][CH2:36]4)=[N:30][C:29]([C:41]4[CH:42]=[N:43][C:44]([NH:47][C:48](=[O:54])[O:49][C:50]([CH3:53])([CH3:52])[CH3:51])=[N:45][CH:46]=4)=[N:28][C:27]=3[CH:26]=2)[CH:22]=[CH:23][CH:24]=1)=[O:17]. The catalyst is CN(C=O)C. The product is [OH:1][CH:2]1[CH2:7][CH2:6][N:5]([CH2:15][C:16]([NH:18][C:19]2[CH:20]=[C:21]([C:25]3[CH:34]=[N:33][C:32]4[C:31]([N:35]5[CH2:40][CH2:39][O:38][CH2:37][CH2:36]5)=[N:30][C:29]([C:41]5[CH:42]=[N:43][C:44]([NH:47][C:48](=[O:54])[O:49][C:50]([CH3:53])([CH3:52])[CH3:51])=[N:45][CH:46]=5)=[N:28][C:27]=4[CH:26]=3)[CH:22]=[CH:23][CH:24]=2)=[O:17])[CH2:4][CH2:3]1. The yield is 0.880. (5) The reactants are [F:1][C:2]1[CH:21]=[CH:20][C:5]([CH2:6][NH:7][C:8]([C:10]2[CH:15]=[CH:14][C:13]([S:16](Cl)(=[O:18])=[O:17])=[CH:12][CH:11]=2)=[O:9])=[CH:4][CH:3]=1.[NH:22]1[C:26]2=[N:27][CH:28]=[CH:29][CH:30]=[C:25]2[CH:24]=[CH:23]1.N1(C2C=CN=CC=2)CCCC1.C(N(CC)CC)C. The catalyst is CC#N. The product is [F:1][C:2]1[CH:21]=[CH:20][C:5]([CH2:6][NH:7][C:8](=[O:9])[C:10]2[CH:15]=[CH:14][C:13]([S:16]([N:22]3[C:26]4=[N:27][CH:28]=[CH:29][CH:30]=[C:25]4[CH:24]=[CH:23]3)(=[O:18])=[O:17])=[CH:12][CH:11]=2)=[CH:4][CH:3]=1. The yield is 0.730. (6) The reactants are [C:1]([O:4][C@H:5]1[C@@H:19]([O:20][C:21](=[O:23])[CH3:22])[C@H:18]([O:24][C:25](=[O:27])[CH3:26])[C@@H:17]([CH2:28][O:29][C:30](=[O:32])[CH3:31])[O:16][C@@H:6]1[O:7][C:8]1[CH:13]=[CH:12][C:11](I)=[CH:10][C:9]=1[Cl:15])(=[O:3])[CH3:2].[Cl:33][C:34]1[CH:35]=[C:36]2[CH:42]=[CH:41][NH:40][C:37]2=[N:38][CH:39]=1.[O-]P([O-])([O-])=O.[K+].[K+].[K+].[C@@H]1(N)CCCC[C@H]1N. The catalyst is [Cu]I. The product is [C:1]([O:4][C@H:5]1[C@@H:19]([O:20][C:21](=[O:23])[CH3:22])[C@H:18]([O:24][C:25](=[O:27])[CH3:26])[C@@H:17]([CH2:28][O:29][C:30](=[O:32])[CH3:31])[O:16][C@@H:6]1[O:7][C:8]1[CH:13]=[CH:12][C:11]([N:40]2[C:37]3=[N:38][CH:39]=[C:34]([Cl:33])[CH:35]=[C:36]3[CH:42]=[CH:41]2)=[CH:10][C:9]=1[Cl:15])(=[O:3])[CH3:2]. The yield is 0.820. (7) The reactants are Br[C:2]1[C:3]2[C:8]([C:9]3[CH:10]=[CH:11][CH:12]=[CH:13][C:14]=3[CH:15]=1)=[CH:7][CH:6]=[CH:5][CH:4]=2.[CH:16]1[C:29]2[CH:28]=[C:27]([NH2:30])[C:26]3[C:21](=[CH:22][CH:23]=[CH:24][CH:25]=3)[C:20]=2[CH:19]=[CH:18][CH:17]=1.C(P(C(C)(C)C)C(C)(C)C)(C)(C)C.CC(C)([O-])C.[Na+]. The catalyst is C1(C)C=CC=CC=1.C1C=CC(/C=C/C(/C=C/C2C=CC=CC=2)=O)=CC=1.C1C=CC(/C=C/C(/C=C/C2C=CC=CC=2)=O)=CC=1.C1C=CC(/C=C/C(/C=C/C2C=CC=CC=2)=O)=CC=1.[Pd].[Pd]. The product is [CH:13]1[C:14]2[CH:15]=[C:2]([NH:30][C:27]3[C:26]4[C:21]([C:20]5[CH:19]=[CH:18][CH:17]=[CH:16][C:29]=5[CH:28]=3)=[CH:22][CH:23]=[CH:24][CH:25]=4)[C:3]3[C:8](=[CH:7][CH:6]=[CH:5][CH:4]=3)[C:9]=2[CH:10]=[CH:11][CH:12]=1. The yield is 0.450. (8) The reactants are [OH:1][CH2:2][CH2:3][O:4][C@@H:5]1[CH2:10][CH2:9][C@H:8]([N:11]2[C:16](=[O:17])[C:15]([CH2:18][C:19]3[CH:24]=[CH:23][C:22]([C:25]4[C:26]([C:31]#[N:32])=[CH:27][CH:28]=[CH:29][CH:30]=4)=[CH:21][CH:20]=3)=[C:14]([CH2:33][CH2:34][CH3:35])[N:13]3[N:36]=[C:37]([CH3:39])[N:38]=[C:12]23)[CH2:7][CH2:6]1.[N:40]1C(C)=CC=CC=1C.FC(F)(F)S(O[Si](C(C)(C)C)(C)C)(=O)=O.Cl.N12CCCN=C1CCCCC2.[C:75]([O:78]CC)(=[O:77])C. The catalyst is O1CCCC1.O. The product is [OH:1][CH2:2][CH2:3][O:4][C@@H:5]1[CH2:10][CH2:9][C@H:8]([N:11]2[C:16](=[O:17])[C:15]([CH2:18][C:19]3[CH:24]=[CH:23][C:22]([C:25]4[CH:30]=[CH:29][CH:28]=[CH:27][C:26]=4[C:31]4[NH:40][C:75](=[O:77])[O:78][N:32]=4)=[CH:21][CH:20]=3)=[C:14]([CH2:33][CH2:34][CH3:35])[N:13]3[N:36]=[C:37]([CH3:39])[N:38]=[C:12]23)[CH2:7][CH2:6]1. The yield is 0.100.